This data is from Full USPTO retrosynthesis dataset with 1.9M reactions from patents (1976-2016). The task is: Predict the reactants needed to synthesize the given product. Given the product [NH2:17][C:11]1[N:10]=[CH:9][N:8]([CH2:1][C:2]2[CH:3]=[CH:4][CH:5]=[CH:6][CH:7]=2)[C:12]=1[S:13]([NH2:16])(=[O:15])=[O:14], predict the reactants needed to synthesize it. The reactants are: [CH2:1]([N:8]1[C:12]([S:13]([NH2:16])(=[O:15])=[O:14])=[C:11]([N+:17]([O-])=O)[N:10]=[CH:9]1)[C:2]1[CH:7]=[CH:6][CH:5]=[CH:4][CH:3]=1.